This data is from Retrosynthesis with 50K atom-mapped reactions and 10 reaction types from USPTO. The task is: Predict the reactants needed to synthesize the given product. (1) Given the product CC(C)(C)c1nc2ccccc2n1Cc1cc(=O)[nH]c2c(F)c(F)ccc12, predict the reactants needed to synthesize it. The reactants are: CC(C)(C)c1nc2ccccc2[nH]1.O=c1cc(CBr)c2ccc(F)c(F)c2[nH]1. (2) Given the product OCc1cccc2nc(Br)nn12, predict the reactants needed to synthesize it. The reactants are: O=Cc1cccc2nc(Br)nn12. (3) Given the product Cc1cc(C(=O)CC(c2ccccc2)c2ccccc2)ccn1, predict the reactants needed to synthesize it. The reactants are: CON(C)C(=O)CC(c1ccccc1)c1ccccc1.Cc1cc(Br)ccn1. (4) Given the product CN(C#N)C1CN(C(=O)Nc2ccc(C(F)(F)F)cc2)N=C1c1ccc(Cl)cc1, predict the reactants needed to synthesize it. The reactants are: CNC1CN(C(=O)Nc2ccc(C(F)(F)F)cc2)N=C1c1ccc(Cl)cc1.N#CBr. (5) Given the product CC(C)(C)OC(=O)N1C[C@H]2C[C@@H]1CN2c1ncnc2c1oc1ccc(Cl)cc12, predict the reactants needed to synthesize it. The reactants are: CC(C)(C)OC(=O)N1C[C@H]2C[C@@H]1CN2.Clc1ccc2oc3c(Cl)ncnc3c2c1. (6) Given the product O=C(O)c1cccc(NC(=O)c2nn(-c3c(Cl)cccc3Cl)nc2COc2ccccc2)c1, predict the reactants needed to synthesize it. The reactants are: COC(=O)c1cccc(NC(=O)c2nn(-c3c(Cl)cccc3Cl)nc2COc2ccccc2)c1. (7) Given the product COC1CCC(C(=O)CN2CCC(n3c(=O)[nH]c4cc(S(C)(=O)=O)ccc43)CC2)CC1, predict the reactants needed to synthesize it. The reactants are: COC1CCC(C(=O)CCl)CC1.CS(=O)(=O)c1ccc2c(c1)[nH]c(=O)n2C1CCNCC1.